This data is from Forward reaction prediction with 1.9M reactions from USPTO patents (1976-2016). The task is: Predict the product of the given reaction. (1) Given the reactants Cl.[N+:2]([C:5]1[CH:10]=[CH:9][C:8]([CH2:11][CH2:12][NH2:13])=[CH:7][CH:6]=1)([O-:4])=[O:3].C(=O)([O-])O.[Na+].[C:19](Cl)(=[O:23])[C:20]([CH3:22])=[CH2:21], predict the reaction product. The product is: [N+:2]([C:5]1[CH:6]=[CH:7][C:8]([CH2:11][CH2:12][NH:13][C:19](=[O:23])[C:20]([CH3:22])=[CH2:21])=[CH:9][CH:10]=1)([O-:4])=[O:3]. (2) The product is: [N:1]1[CH:2]=[CH:3][C:4]([C:7]2[S:8][CH:9]=[C:10]([NH:12][C:13](=[O:33])[NH:14][C:15]3[N:20]=[C:19]([CH2:21][N:22]4[CH2:23][CH2:24][CH:25]([C:28]([OH:30])=[O:29])[CH2:26][CH2:27]4)[CH:18]=[CH:17][CH:16]=3)[N:11]=2)=[CH:5][CH:6]=1. Given the reactants [N:1]1[CH:6]=[CH:5][C:4]([C:7]2[S:8][CH:9]=[C:10]([NH:12][C:13](=[O:33])[NH:14][C:15]3[N:20]=[C:19]([CH2:21][N:22]4[CH2:27][CH2:26][CH:25]([C:28]([O:30]CC)=[O:29])[CH2:24][CH2:23]4)[CH:18]=[CH:17][CH:16]=3)[N:11]=2)=[CH:3][CH:2]=1.[Li+].[OH-], predict the reaction product. (3) The product is: [N:28]([C@@H:2]1[CH2:11][CH2:10][CH2:9][C:8]2[CH:7]=[C:6]([CH:12]=[O:13])[CH:5]=[CH:4][C:3]1=2)=[N+:29]=[N-:30]. Given the reactants O[C@H:2]1[CH2:11][CH2:10][CH2:9][C:8]2[CH:7]=[C:6]([CH:12]=[O:13])[CH:5]=[CH:4][C:3]1=2.C1(P([N:28]=[N+:29]=[N-:30])(C2C=CC=CC=2)=O)C=CC=CC=1.N12CCCN=C1CCCCC2, predict the reaction product. (4) Given the reactants Cl[C:2]1[CH:3]=[CH:4][C:5]2[O:6][CH2:7][CH2:8][C:9]3[N:10]([CH:13]=[C:14]([C:16]([NH2:18])=[O:17])[N:15]=3)[C:11]=2[N:12]=1.[CH3:19][C:20]1[O:24][N:23]=[C:22]([C@:25]([OH:29])([C:27]#[CH:28])[CH3:26])[CH:21]=1, predict the reaction product. The product is: [OH:29][C@:25]([C:22]1[CH:21]=[C:20]([CH3:19])[O:24][N:23]=1)([CH3:26])[C:27]#[C:28][C:2]1[CH:3]=[CH:4][C:5]2[O:6][CH2:7][CH2:8][C:9]3[N:10]([CH:13]=[C:14]([C:16]([NH2:18])=[O:17])[N:15]=3)[C:11]=2[N:12]=1. (5) The product is: [N:34]1[S:35][N:36]=[C:37]2[C:42]([NH:43][C:22]([C@@H:12]3[CH2:11][C:10](=[N:9][O:8][CH2:1][C:2]4[CH:3]=[CH:4][CH:5]=[CH:6][CH:7]=4)[CH2:14][N:13]3[C:15]([NH:25][C:28]3[CH:33]=[CH:32][CH:31]=[CH:30][CH:29]=3)=[O:17])=[O:24])=[CH:41][CH:40]=[CH:39][C:38]=12. Given the reactants [CH2:1]([O:8][N:9]=[C:10]1[CH2:14][N:13]([C:15]([O:17]C(C)(C)C)=O)[C@H:12]([C:22]([OH:24])=O)[CH2:11]1)[C:2]1[CH:7]=[CH:6][CH:5]=[CH:4][CH:3]=1.[N:25]([C:28]1[CH:33]=[CH:32][CH:31]=[CH:30][CH:29]=1)=C=O.[N:34]1[S:35][N:36]=[C:37]2[C:42]([NH2:43])=[CH:41][CH:40]=[CH:39][C:38]=12, predict the reaction product.